From a dataset of Catalyst prediction with 721,799 reactions and 888 catalyst types from USPTO. Predict which catalyst facilitates the given reaction. Reactant: C(OC([NH:8][C@@H:9]([CH2:13][C:14]1[CH:19]=[CH:18][C:17]([N:20]2[CH2:24][C:23](=[O:25])[N:22](CC3C=CC(OC)=CC=3)[S:21]2(=[O:36])=[O:35])=[CH:16][CH:15]=1)[C:10]([OH:12])=[O:11])=O)(C)(C)C.C([SiH](C)C)(C)(C)C. Product: [NH2:8][C@@H:9]([CH2:13][C:14]1[CH:19]=[CH:18][C:17]([N:20]2[CH2:24][C:23](=[O:25])[NH:22][S:21]2(=[O:35])=[O:36])=[CH:16][CH:15]=1)[C:10]([OH:12])=[O:11]. The catalyst class is: 67.